This data is from Forward reaction prediction with 1.9M reactions from USPTO patents (1976-2016). The task is: Predict the product of the given reaction. (1) Given the reactants [C:14]1(P([C:14]2[CH:19]=[CH:18][CH:17]=[CH:16][CH:15]=2)[C:14]2[CH:19]=[CH:18][CH:17]=[CH:16][CH:15]=2)[CH:19]=[CH:18][CH:17]=[CH:16][CH:15]=1.CC(OC(/N=N/C(OC(C)C)=O)=O)C.[OH:34][C:35]1[CH:36]=[C:37]([CH:42]=[CH:43][CH:44]=1)[C:38]([O:40][CH3:41])=[O:39].C1(=CCO)CCC1, predict the reaction product. The product is: [C:17]1(=[CH:16][CH2:15][O:34][C:35]2[CH:36]=[C:37]([CH:42]=[CH:43][CH:44]=2)[C:38]([O:40][CH3:41])=[O:39])[CH2:18][CH2:19][CH2:14]1. (2) Given the reactants [Br:1][C:2]1[CH:11]=[C:10]2[C:5]([CH:6]=[CH:7][N+:8]([O-])=[CH:9]2)=[CH:4][C:3]=1[O:13][CH3:14].[C:15]1(=[O:25])[NH:19][C:18](=[O:20])[C:17]2=[CH:21][CH:22]=[CH:23][CH:24]=[C:16]12.C(N(CCCC)CCCC)CCC.C(Cl)(=O)C1C=CC=CC=1, predict the reaction product. The product is: [Br:1][C:2]1[CH:11]=[C:10]2[C:5]([CH:6]=[CH:7][N:8]=[C:9]2[N:19]2[C:15](=[O:25])[C:16]3[C:17](=[CH:21][CH:22]=[CH:23][CH:24]=3)[C:18]2=[O:20])=[CH:4][C:3]=1[O:13][CH3:14]. (3) Given the reactants [CH3:1][C:2]([C:4]1[CH:9]=[CH:8][C:7]([O:10][CH3:11])=[C:6]([O:12][CH3:13])[CH:5]=1)=[O:3].[CH3:14][O:15][C:16]1[CH:21]=[CH:20][C:19]([NH:22][C:23]2[N:30]=[CH:29][CH:28]=[CH:27][C:24]=2[CH:25]=O)=[CH:18][CH:17]=1.Cl, predict the reaction product. The product is: [CH3:13][O:12][C:6]1[CH:5]=[C:4]([C:2](=[O:3])/[CH:1]=[CH:25]/[C:24]2[C:23]([NH:22][C:19]3[CH:18]=[CH:17][C:16]([O:15][CH3:14])=[CH:21][CH:20]=3)=[N:30][CH:29]=[CH:28][CH:27]=2)[CH:9]=[CH:8][C:7]=1[O:10][CH3:11]. (4) Given the reactants C(Cl)(=O)C.C(O)C.Cl.[CH3:9][O:10][C:11]1[CH:12]=[C:13]([NH:17]N)[CH:14]=[CH:15][CH:16]=1.O=[C:20]1[CH2:25][CH2:24][CH:23]([NH:26][C:27](=[O:31])[CH:28]([CH3:30])[CH3:29])[CH2:22][CH2:21]1, predict the reaction product. The product is: [CH3:9][O:10][C:11]1[CH:12]=[C:13]2[C:14]([C:21]3[CH2:22][CH:23]([NH:26][C:27](=[O:31])[CH:28]([CH3:29])[CH3:30])[CH2:24][CH2:25][C:20]=3[NH:17]2)=[CH:15][CH:16]=1. (5) The product is: [OH:8][CH2:9][CH2:10][O:11][CH2:12][CH2:13][O:14][CH2:15][CH2:16][N:17]1[C:25]2[C:20](=[CH:21][CH:22]=[CH:23][CH:24]=2)[C:19]([CH:26]=[O:27])=[CH:18]1. Given the reactants C1(C(C2C=CC=CC=2)(C2C=CC=CC=2)[O:8][CH2:9][CH2:10][O:11][CH2:12][CH2:13][O:14][CH2:15][CH2:16][N:17]2[C:25]3[C:20](=[CH:21][CH:22]=[CH:23][CH:24]=3)[C:19]([CH:26]=[O:27])=[CH:18]2)C=CC=CC=1.C([SiH](CC)CC)C.FC(F)(F)C(O)=O, predict the reaction product. (6) Given the reactants [CH2:1]([CH:8]1[C:14](=[O:15])[N:13]([S:16]([C:19]2[CH:27]=[CH:26][C:22]([C:23]([OH:25])=[O:24])=[CH:21][CH:20]=2)(=[O:18])=[O:17])[CH2:12][C:11](=[O:28])[NH:10][CH2:9]1)[C:2]1[CH:7]=[CH:6][CH:5]=[CH:4][CH:3]=1.[C:29](OC(C1C=CC(S(N)(=O)=O)=CC=1)=O)(C)(C)C.C(C1C(=O)N(S(C2C=C(C=CC=2)C(O)=O)(=O)=O)CC(=O)NC1)C1C=CC=CC=1.C(OC(C1C=C(S(N)(=O)=O)C=CC=1)=O)(C)(C)C.[Cl:91][C:92]1[CH:101]=[CH:100][C:99]([S:102]([N:105]2[C:111](=[O:112])/[C:110](=[CH:113]/[C:114]3[CH:119]=[C:118]([Cl:120])[CH:117]=[CH:116][C:115]=3[O:121][CH3:122])/[CH2:109][NH:108][C:107](=[O:123])[CH2:106]2)(=[O:104])=[O:103])=[CH:98][C:93]=1[C:94]([O:96]C)=[O:95], predict the reaction product. The product is: [Cl:91][C:92]1[CH:101]=[CH:100][C:99]([S:102]([N:105]2[C:111](=[O:112])/[C:110](=[CH:113]/[C:114]3[CH:119]=[C:118]([Cl:120])[CH:117]=[CH:116][C:115]=3[O:121][CH3:122])/[CH2:109][NH:108][C:107](=[O:123])[CH2:106]2)(=[O:104])=[O:103])=[CH:98][C:93]=1[C:94]([OH:96])=[O:95].[CH2:1]([CH:8]1[C:14](=[O:15])[N:13]([S:16]([C:19]2[CH:27]=[CH:26][C:22]([C:23]([O:25][CH3:29])=[O:24])=[CH:21][CH:20]=2)(=[O:18])=[O:17])[CH2:12][C:11](=[O:28])[NH:10][CH2:9]1)[C:2]1[CH:7]=[CH:6][CH:5]=[CH:4][CH:3]=1. (7) Given the reactants [CH2:1]([NH:3][C:4]([C:6]1[CH:7]=[C:8]([CH:12]=[CH:13][CH:14]=1)[C:9](O)=[O:10])=[O:5])[CH3:2].CN(C(ON1N=NC2C=CC=NC1=2)=[N+](C)C)C.F[P-](F)(F)(F)(F)F.CCN(C(C)C)C(C)C.[NH2:48][CH2:49][CH2:50][CH:51]1[CH2:56][CH2:55][N:54]([C:57]2[C:58]3[S:65][C:64]([C:66]([NH2:68])=[O:67])=[CH:63][C:59]=3[N:60]=[CH:61][N:62]=2)[CH2:53][CH2:52]1, predict the reaction product. The product is: [C:66]([C:64]1[S:65][C:58]2[C:57]([N:54]3[CH2:53][CH2:52][CH:51]([CH2:50][CH2:49][NH:48][C:9](=[O:10])[C:8]4[CH:12]=[CH:13][CH:14]=[C:6]([C:4]([NH:3][CH2:1][CH3:2])=[O:5])[CH:7]=4)[CH2:56][CH2:55]3)=[N:62][CH:61]=[N:60][C:59]=2[CH:63]=1)(=[O:67])[NH2:68].